Dataset: Reaction yield outcomes from USPTO patents with 853,638 reactions. Task: Predict the reaction yield, written as a fraction of the theoretical maximum amount of product (1.0 means a 100% yield; for example, 0.34 means a 34% yield). (1) The reactants are [F:1][C:2]1[CH:14]=[CH:13][C:5]([CH2:6][C:7]2([CH2:11][OH:12])[CH2:10][CH2:9][CH2:8]2)=[CH:4][CH:3]=1.[C:15](Cl)(Cl)=[O:16].[NH2:19][C@@H:20]([CH2:25][CH2:26][CH2:27][CH3:28])[C:21]([O:23][CH3:24])=[O:22].C(N(CC)C(C)C)(C)C. The catalyst is O1CCCC1.C1(C)C=CC=CC=1.O1CCOCC1.O. The product is [F:1][C:2]1[CH:3]=[CH:4][C:5]([CH2:6][C:7]2([CH2:11][O:12][C:15]([NH:19][C@@H:20]([CH2:25][CH2:26][CH2:27][CH3:28])[C:21]([O:23][CH3:24])=[O:22])=[O:16])[CH2:8][CH2:9][CH2:10]2)=[CH:13][CH:14]=1. The yield is 0.990. (2) The reactants are C([O:3][C:4](=[O:17])[CH2:5][N:6]1[C:14]2[C:9](=[CH:10][CH:11]=[CH:12][CH:13]=2)[C:8]([CH:15]=[O:16])=[CH:7]1)C.[OH-].[Na+].O. The catalyst is O1CCOCC1. The product is [CH:15]([C:8]1[C:9]2[C:14](=[CH:13][CH:12]=[CH:11][CH:10]=2)[N:6]([CH2:5][C:4]([OH:17])=[O:3])[CH:7]=1)=[O:16]. The yield is 0.730. (3) The reactants are Br[C:2]1[CH:7]=[CH:6][CH:5]=[C:4]([O:8][Si:9]([CH:16]([CH3:18])[CH3:17])([CH:13]([CH3:15])[CH3:14])[CH:10]([CH3:12])[CH3:11])[CH:3]=1.C([Li])CCC.[CH3:24][O:25][CH2:26][O:27][C:28]1[CH:35]=[C:34]([O:36][CH3:37])[CH:33]=[CH:32][C:29]=1[CH:30]=[O:31].O. The catalyst is O1CCCC1. The product is [CH3:37][O:36][C:34]1[CH:33]=[CH:32][C:29]([CH:30]([C:2]2[CH:7]=[CH:6][CH:5]=[C:4]([O:8][Si:9]([CH:16]([CH3:18])[CH3:17])([CH:13]([CH3:15])[CH3:14])[CH:10]([CH3:12])[CH3:11])[CH:3]=2)[OH:31])=[C:28]([O:27][CH2:26][O:25][CH3:24])[CH:35]=1. The yield is 0.740. (4) The reactants are [Br:1][C:2]1[C:8]([F:9])=[CH:7][C:5](N)=[C:4]([O:10][C:11]2[CH:16]=[CH:15][CH:14]=[C:13]([O:17][CH3:18])[CH:12]=2)[CH:3]=1.N(OCCC(C)C)=O.[ClH:27].O. The catalyst is C(#N)C.[Cu]Cl.[Cu](Cl)Cl. The product is [Br:1][C:2]1[CH:3]=[C:4]([O:10][C:11]2[CH:16]=[CH:15][CH:14]=[C:13]([O:17][CH3:18])[CH:12]=2)[C:5]([Cl:27])=[CH:7][C:8]=1[F:9]. The yield is 0.990.